From a dataset of Full USPTO retrosynthesis dataset with 1.9M reactions from patents (1976-2016). Predict the reactants needed to synthesize the given product. (1) Given the product [NH2:1][C@H:2]([CH2:3][O:4][C:5]1[CH:10]=[N:9][CH:8]=[C:7]([C:11]2[CH:12]=[C:13]3[C:18](=[C:19]([NH2:21])[N:20]=2)[CH:17]=[N:16][C:15]2[CH:22]=[C:23]([O:28][CH3:29])[C:24]([O:26][CH3:27])=[CH:25][C:14]3=2)[CH:6]=1)[CH2:30][C:31]1[CH:32]=[CH:33][C:34]([OH:37])=[CH:35][CH:36]=1, predict the reactants needed to synthesize it. The reactants are: [NH2:1][C@@H:2]([CH2:30][C:31]1[CH:36]=[CH:35][C:34]([O:37]CC2C=CC=CC=2)=[CH:33][CH:32]=1)[CH2:3][O:4][C:5]1[CH:6]=[C:7]([C:11]2[CH:12]=[C:13]3[C:18](=[C:19]([NH2:21])[N:20]=2)[CH:17]=[N:16][C:15]2[CH:22]=[C:23]([O:28][CH3:29])[C:24]([O:26][CH3:27])=[CH:25][C:14]3=2)[CH:8]=[N:9][CH:10]=1. (2) Given the product [F:32][C:26]1[CH:27]=[CH:28][CH:29]=[C:30]([F:31])[C:25]=1[C:24]([NH:23][C:22]1[C:18]([C:11]2[NH:12][C:13]([CH2:14][CH:15]([CH3:17])[CH3:16])=[C:9]([CH2:8][CH2:7][OH:6])[N:10]=2)=[N:19][NH:20][CH:21]=1)=[O:33], predict the reactants needed to synthesize it. The reactants are: C([Si](C)(C)[O:6][CH2:7][CH2:8][C:9]1[N:10]=[C:11]([C:18]2[C:22]([NH:23][C:24](=[O:33])[C:25]3[C:30]([F:31])=[CH:29][CH:28]=[CH:27][C:26]=3[F:32])=[CH:21][N:20](C3CCCCO3)[N:19]=2)[NH:12][C:13]=1[CH2:14][CH:15]([CH3:17])[CH3:16])(C)(C)C.[F-].C([N+](CCCC)(CCCC)CCCC)CCC. (3) Given the product [Cl:20][C:6]1[CH:5]=[N:4][CH:3]=[C:2]([Cl:1])[C:7]=1[S:8][C:9]1[S:13][C:12]([C:14]([N:24]2[CH2:25][CH2:26][N:21]([CH2:27][CH2:28][OH:29])[CH2:22][CH2:23]2)=[O:16])=[CH:11][C:10]=1[N+:17]([O-:19])=[O:18], predict the reactants needed to synthesize it. The reactants are: [Cl:1][C:2]1[CH:3]=[N:4][CH:5]=[C:6]([Cl:20])[C:7]=1[S:8][C:9]1[S:13][C:12]([C:14]([OH:16])=O)=[CH:11][C:10]=1[N+:17]([O-:19])=[O:18].[N:21]1([CH2:27][CH2:28][OH:29])[CH2:26][CH2:25][NH:24][CH2:23][CH2:22]1. (4) The reactants are: Cl[C:2]1[N:3]=[C:4](Cl)[C:5]2[S:10][CH:9]=[CH:8][C:6]=2[N:7]=1.[CH2:12]([NH2:16])[CH2:13][CH2:14][NH2:15].[O:17]1[C:23]2[CH:24]=[CH:25][CH:26]=[CH:27][C:22]=2[CH2:21][NH:20][CH2:19][CH2:18]1. Given the product [O:17]1[C:23]2[CH:24]=[CH:25][CH:26]=[CH:27][C:22]=2[CH2:21][N:20]([C:2]2[N:3]=[C:4]([NH:15][CH2:14][CH2:13][CH2:12][NH2:16])[C:5]3[S:10][CH:9]=[CH:8][C:6]=3[N:7]=2)[CH2:19][CH2:18]1, predict the reactants needed to synthesize it. (5) Given the product [Br:1][C:2]1[C:11]2[C:6](=[CH:7][CH:8]=[CH:9][CH:10]=2)[N:5]=[C:4]([C:12]([O:14][CH2:15][CH3:16])=[O:13])[CH:3]=1.[CH3:24][C:19]1([CH3:25])[C:20]([CH3:23])([CH3:22])[O:21][B:17]([C:2]2[C:11]3[C:6](=[CH:7][CH:8]=[CH:9][CH:10]=3)[N:5]=[C:4]([C:12]([O:14][CH2:15][CH3:16])=[O:13])[CH:3]=2)[O:18]1, predict the reactants needed to synthesize it. The reactants are: [Br:1][C:2]1[C:11]2[C:6](=[CH:7][CH:8]=[CH:9][CH:10]=2)[N:5]=[C:4]([C:12]([O:14][CH2:15][CH3:16])=[O:13])[CH:3]=1.[B:17]1([B:17]2[O:21][C:20]([CH3:23])([CH3:22])[C:19]([CH3:25])([CH3:24])[O:18]2)[O:21][C:20]([CH3:23])([CH3:22])[C:19]([CH3:25])([CH3:24])[O:18]1.C([O-])(=O)C.[K+]. (6) Given the product [Cl:25][C:26]1[CH:31]=[CH:30][C:29]([N+:35]([O-:37])=[O:36])=[C:28]([C:5]2[C:4]([C:3]([OH:2])=[O:24])=[CH:9][C:8]([C:10]3[S:11][CH:12]=[C:13]([C:15]4[CH:20]=[CH:19][C:18]([Cl:21])=[C:17]([Cl:22])[CH:16]=4)[N:14]=3)=[CH:7][CH:6]=2)[CH:27]=1, predict the reactants needed to synthesize it. The reactants are: C[O:2][C:3](=[O:24])[C:4]1[CH:9]=[C:8]([C:10]2[S:11][CH:12]=[C:13]([C:15]3[CH:20]=[CH:19][C:18]([Cl:21])=[C:17]([Cl:22])[CH:16]=3)[N:14]=2)[CH:7]=[CH:6][C:5]=1Br.[Cl:25][C:26]1[CH:27]=[CH:28][C:29]([N+:35]([O-:37])=[O:36])=[C:30](B(O)O)[CH:31]=1. (7) Given the product [Cl:1][C:2]1[CH:10]=[CH:9][C:5]([C:6]([NH:21][C:17]2[CH:18]=[CH:19][CH:20]=[C:15]([F:14])[CH:16]=2)=[O:7])=[CH:4][C:3]=1[N+:11]([O-:13])=[O:12], predict the reactants needed to synthesize it. The reactants are: [Cl:1][C:2]1[CH:10]=[CH:9][C:5]([C:6](Cl)=[O:7])=[CH:4][C:3]=1[N+:11]([O-:13])=[O:12].[F:14][C:15]1[CH:16]=[C:17]([NH2:21])[CH:18]=[CH:19][CH:20]=1.